From a dataset of Reaction yield outcomes from USPTO patents with 853,638 reactions. Predict the reaction yield, written as a fraction of the theoretical maximum amount of product (1.0 means a 100% yield; for example, 0.34 means a 34% yield). The reactants are [C:1]([C:3]1[CH:4]=[CH:5][C:6]2[O:11][CH:10]([C:12]([NH:14][C:15]3[CH:20]=[C:19]([O:21]C(OC)=O)[C:18]([CH:26]4[CH2:30][CH2:29][CH2:28][CH2:27]4)=[CH:17][C:16]=3[CH:31]3[CH2:36][CH2:35][N:34]([C:37](OC(C)(C)C)=O)[CH2:33][CH2:32]3)=[O:13])[CH2:9][NH:8][C:7]=2[CH:44]=1)#[N:2].C(O)(C(F)(F)F)=O.C=O.C(O)(=O)C.C(O[BH-](OC(=O)C)OC(=O)C)(=O)C.[Na+].C([O-])(O)=O.[Na+].[OH-].[K+].Cl. The catalyst is ClCCl. The product is [C:1]([C:3]1[CH:4]=[CH:5][C:6]2[O:11][CH:10]([C:12]([NH:14][C:15]3[CH:20]=[C:19]([OH:21])[C:18]([CH:26]4[CH2:27][CH2:28][CH2:29][CH2:30]4)=[CH:17][C:16]=3[CH:31]3[CH2:36][CH2:35][N:34]([CH3:37])[CH2:33][CH2:32]3)=[O:13])[CH2:9][NH:8][C:7]=2[CH:44]=1)#[N:2]. The yield is 0.0700.